Task: Predict which catalyst facilitates the given reaction.. Dataset: Catalyst prediction with 721,799 reactions and 888 catalyst types from USPTO (1) Reactant: [NH2:1][CH2:2][CH2:3][CH2:4][C:5]([OH:7])=[O:6].C([O-])([O-])=O.[K+].[K+].[C:14](O[C:14]([O:16][C:17]([CH3:20])([CH3:19])[CH3:18])=[O:15])([O:16][C:17]([CH3:20])([CH3:19])[CH3:18])=[O:15]. Product: [C:17]([O:16][C:14]([NH:1][CH2:2][CH2:3][CH2:4][C:5]([OH:7])=[O:6])=[O:15])([CH3:20])([CH3:19])[CH3:18]. The catalyst class is: 20. (2) Reactant: [NH:1]1[CH:5]=[CH:4][C:3]([C@@H:6]([NH:8][C:9]([C:11]2[C:19]3[C:14](=[N:15][CH:16]=[C:17]([CH:20]4[CH2:22][CH2:21]4)[N:18]=3)[N:13](COCC[Si](C)(C)C)[CH:12]=2)=[O:10])[CH3:7])=[N:2]1.Cl.C([O-])([O-])=O.[K+].[K+]. Product: [NH:1]1[CH:5]=[CH:4][C:3]([C@@H:6]([NH:8][C:9]([C:11]2[C:19]3[C:14](=[N:15][CH:16]=[C:17]([CH:20]4[CH2:22][CH2:21]4)[N:18]=3)[NH:13][CH:12]=2)=[O:10])[CH3:7])=[N:2]1. The catalyst class is: 5. (3) Reactant: O.[OH-].[Li+].[C:4]([C:6]1[C:7]([S:18][CH3:19])=[N:8][C:9]([OH:17])=[C:10]([CH:16]=1)[C:11]([O:13]CC)=[O:12])#[N:5]. Product: [C:4]([C:6]1[C:7]([S:18][CH3:19])=[N:8][C:9]([OH:17])=[C:10]([CH:16]=1)[C:11]([OH:13])=[O:12])#[N:5]. The catalyst class is: 40.